From a dataset of Full USPTO retrosynthesis dataset with 1.9M reactions from patents (1976-2016). Predict the reactants needed to synthesize the given product. (1) Given the product [CH2:19]([N:7]([C@H:3]1[CH2:4][CH2:5][CH2:6][NH:1][CH2:2]1)[C:8](=[O:14])[O:9][C:10]([CH3:11])([CH3:13])[CH3:12])[CH3:20], predict the reactants needed to synthesize it. The reactants are: [NH:1]1[CH2:6][CH2:5][CH2:4][C@H:3]([NH:7][C:8](=[O:14])[O:9][C:10]([CH3:13])([CH3:12])[CH3:11])[CH2:2]1.CN(C[C@H]1CCNC1)C(=O)O[C:19](C)(C)[CH3:20].C(I)C. (2) Given the product [F:7][C:8]12[CH2:15][CH2:14][C:11]([CH2:16][OH:17])([CH2:10][CH2:9]1)[CH2:12][CH2:13]2, predict the reactants needed to synthesize it. The reactants are: [H-].[Al+3].[Li+].[H-].[H-].[H-].[F:7][C:8]12[CH2:15][CH2:14][C:11]([C:16](OC)=[O:17])([CH2:12][CH2:13]1)[CH2:10][CH2:9]2.